From a dataset of Full USPTO retrosynthesis dataset with 1.9M reactions from patents (1976-2016). Predict the reactants needed to synthesize the given product. (1) The reactants are: [CH3:1][O:2][C:3]([C@@H:5]([N:13]1[CH2:21][C:17]2[CH:18]=[CH:19][S:20][C:16]=2[CH2:15][CH2:14]1)[C:6]1[CH:7]=[CH:8][CH:9]=[CH:10][C:11]=1[Cl:12])=[O:4].OS(O)(=O)=O.S(=O)(=O)(O)O. Given the product [CH3:1][O:2][C:3]([C@@H:5]([N:13]1[CH2:21][C:17]2[CH:18]=[CH:19][S:20][C:16]=2[CH2:15][CH2:14]1)[C:6]1[CH:7]=[CH:8][CH:9]=[CH:10][C:11]=1[Cl:12])=[O:4], predict the reactants needed to synthesize it. (2) Given the product [F:52][CH:50]([F:51])[C:40]1[N:39]([C:29]2[N:30]=[C:31]([N:33]3[CH2:34][CH2:35][O:36][CH2:37][CH2:38]3)[N:32]=[C:15]([N:12]3[CH2:11][CH2:10][CH:9]([S:6]([NH:5][CH2:4][CH2:3][N:2]([CH3:1])[CH3:25])(=[O:7])=[O:8])[CH2:14][CH2:13]3)[N:28]=2)[C:43]2[CH:44]=[CH:45][CH:46]=[C:47]([O:48][CH3:49])[C:42]=2[N:41]=1, predict the reactants needed to synthesize it. The reactants are: [CH3:1][N:2]([CH3:25])[CH2:3][CH2:4][NH:5][S:6]([CH:9]1[CH2:14][CH2:13][N:12]([C:15](OCC2C=CC=CC=2)=O)[CH2:11][CH2:10]1)(=[O:8])=[O:7].ClC1[N:32]=[C:31]([N:33]2[CH2:38][CH2:37][O:36][CH2:35][CH2:34]2)[N:30]=[C:29]([N:39]2[C:43]3[CH:44]=[CH:45][CH:46]=[C:47]([O:48][CH3:49])[C:42]=3[N:41]=[C:40]2[CH:50]([F:52])[F:51])[N:28]=1.CCN(C(C)C)C(C)C. (3) Given the product [Cl:1][C:2]1[CH:9]=[C:8]([N:10]2[CH2:11][CH2:12][N:13]([CH2:16][CH3:17])[CH2:14][CH2:15]2)[CH:7]=[CH:6][C:3]=1[CH2:4][OH:5], predict the reactants needed to synthesize it. The reactants are: [Cl:1][C:2]1[CH:9]=[C:8]([N:10]2[CH2:15][CH2:14][N:13]([CH2:16][CH3:17])[CH2:12][CH2:11]2)[CH:7]=[CH:6][C:3]=1[CH:4]=[O:5].[BH4-].[Na+].